This data is from Reaction yield outcomes from USPTO patents with 853,638 reactions. The task is: Predict the reaction yield, written as a fraction of the theoretical maximum amount of product (1.0 means a 100% yield; for example, 0.34 means a 34% yield). (1) The reactants are [Cl-].[Al+3].[Cl-].[Cl-].C[O:6][C:7]1[CH:24]=[CH:23][C:10]2[CH2:11][CH:12]([CH2:18][C:19]([O:21][CH3:22])=[O:20])[C:13](=[O:17])[N:14]([CH3:16])[CH2:15][C:9]=2[CH:8]=1.C(S)C. No catalyst specified. The product is [OH:6][C:7]1[CH:24]=[CH:23][C:10]2[CH2:11][CH:12]([CH2:18][C:19]([O:21][CH3:22])=[O:20])[C:13](=[O:17])[N:14]([CH3:16])[CH2:15][C:9]=2[CH:8]=1. The yield is 0.880. (2) The reactants are [CH3:1][O:2][C@@H:3]1[CH2:7][CH2:6][N:5]([C:8]([C:10]2[S:18][C:17]3[C:12](=[N:13][CH:14]=[CH:15][C:16]=3[O:19][C:20]3[CH:21]=[CH:22][C:23]4[C:27]([C:28]([OH:30])=O)=[C:26]([CH3:31])[S:25][C:24]=4[CH:32]=3)[CH:11]=2)=[O:9])[CH2:4]1.[NH2:33][CH2:34][CH:35]1[CH2:37][CH2:36]1.C(N(C(C)C)CC)(C)C.CN(C(ON1N=NC2C=CC=CC1=2)=[N+](C)C)C.F[P-](F)(F)(F)(F)F. No catalyst specified. The product is [CH:35]1([CH2:34][NH:33][C:28]([C:27]2[C:23]3[CH:22]=[CH:21][C:20]([O:19][C:16]4[CH:15]=[CH:14][N:13]=[C:12]5[CH:11]=[C:10]([C:8]([N:5]6[CH2:6][CH2:7][C@@H:3]([O:2][CH3:1])[CH2:4]6)=[O:9])[S:18][C:17]=45)=[CH:32][C:24]=3[S:25][C:26]=2[CH3:31])=[O:30])[CH2:37][CH2:36]1. The yield is 0.240. (3) The reactants are [F:1][C:2]1[CH:3]=[CH:4][C:5]([N+:9]([O-:11])=[O:10])=[C:6]([OH:8])[CH:7]=1.[H-].[Na+].Cl[CH2:15][O:16][CH2:17]Cl. The catalyst is CN(C=O)C. The product is [F:1][C:2]1[CH:3]=[CH:4][C:5]([N+:9]([O-:11])=[O:10])=[C:6]([O:8][CH2:15][O:16][CH3:17])[CH:7]=1. The yield is 0.880. (4) The reactants are [Br:1][C:2]1[CH:9]=[CH:8][C:5]([C:6]#[N:7])=[CH:4][CH:3]=1.[N+:10]([O-])([OH:12])=[O:11]. The catalyst is OS(O)(=O)=O. The product is [Br:1][C:2]1[CH:9]=[CH:8][C:5]([C:6]#[N:7])=[CH:4][C:3]=1[N+:10]([O-:12])=[O:11]. The yield is 0.560. (5) The product is [CH2:1]([N:8]([CH:9]1[CH2:14][CH2:13][N:12]([C:15]([O:17][C:18]([CH3:21])([CH3:20])[CH3:19])=[O:16])[CH2:11][CH2:10]1)[C:29](=[O:31])[CH3:30])[C:2]1[CH:3]=[CH:4][CH:5]=[CH:6][CH:7]=1. The reactants are [CH2:1]([NH:8][CH:9]1[CH2:14][CH2:13][N:12]([C:15]([O:17][C:18]([CH3:21])([CH3:20])[CH3:19])=[O:16])[CH2:11][CH2:10]1)[C:2]1[CH:7]=[CH:6][CH:5]=[CH:4][CH:3]=1.CCN(CC)CC.[C:29](Cl)(=[O:31])[CH3:30]. The yield is 0.990. The catalyst is C(Cl)Cl.